From a dataset of Forward reaction prediction with 1.9M reactions from USPTO patents (1976-2016). Predict the product of the given reaction. (1) The product is: [CH2:44]([N:43]([CH2:46][CH3:47])[CH2:41][CH2:40][O:1][C:2]1[CH:3]=[CH:4][C:5]([CH2:6][CH2:8][CH2:9][CH2:10][NH:11][C:12]2[CH:17]=[C:16]([O:18][CH3:19])[CH:15]=[CH:14][C:13]=2[CH:20]2[CH2:29][CH2:28][C:27]3[CH:26]=[C:25]([OH:30])[CH:24]=[CH:23][C:22]=3[CH2:21]2)=[CH:37][CH:38]=1)[CH3:45]. Given the reactants [OH:1][C:2]1[CH:38]=[CH:37][C:5]([C:6]([CH2:8][CH2:9][CH2:10][NH:11][C:12]2[CH:17]=[C:16]([O:18][CH3:19])[CH:15]=[CH:14][C:13]=2[CH:20]2[CH2:29][CH2:28][C:27]3[CH:26]=[C:25]([O:30]C(=O)C(C)(C)C)[CH:24]=[CH:23][C:22]=3[CH2:21]2)=O)=[CH:4][CH:3]=1.Cl[CH2:40][C:41]([N:43]([CH2:46][CH3:47])[CH2:44][CH3:45])=O, predict the reaction product. (2) The product is: [F:1][C:2]1[CH:7]=[C:6]([NH2:8])[CH:5]=[CH:4][C:3]=1[CH2:11][N:38]1[CH2:43][CH2:42][O:41][CH2:40][CH2:39]1. Given the reactants [F:1][C:2]1[CH:7]=[C:6]([N+:8]([O-])=O)[CH:5]=[CH:4][C:3]=1[CH3:11].BrN1C(=O)CCC1=O.C(OOC(=O)C1C=CC=CC=1)(=O)C1C=CC=CC=1.[NH:38]1[CH2:43][CH2:42][O:41][CH2:40][CH2:39]1, predict the reaction product.